Dataset: Catalyst prediction with 721,799 reactions and 888 catalyst types from USPTO. Task: Predict which catalyst facilitates the given reaction. (1) Reactant: [O:1]1[CH2:6][CH2:5][CH2:4][CH2:3][CH:2]1[O:7][C@H:8]1[CH2:30][CH2:29][C@@:28]2([CH3:31])[C:10](=[CH:11][CH2:12][C@@H:13]3[C@@H:27]2[CH2:26][CH2:25][C@@:24]2([CH3:32])[C@H:14]3[CH2:15][CH2:16][C@@H:17]2[C@H:18]([CH3:23])[CH2:19][CH2:20][CH2:21][OH:22])[CH2:9]1.[Si:33](Cl)([C:36]([CH3:39])([CH3:38])[CH3:37])([CH3:35])[CH3:34].N1C=CN=C1.C([O-])(O)=O.[Na+]. Product: [Si:33]([O:22][CH2:21][CH2:20][CH2:19][C@H:18]([C@@H:17]1[C@:24]2([CH3:32])[C@H:14]([C@H:13]3[C@H:27]([CH2:26][CH2:25]2)[C@:28]2([CH3:31])[C:10]([CH2:9][C@@H:8]([O:7][CH:2]4[CH2:3][CH2:4][CH2:5][CH2:6][O:1]4)[CH2:30][CH2:29]2)=[CH:11][CH2:12]3)[CH2:15][CH2:16]1)[CH3:23])([C:36]([CH3:39])([CH3:38])[CH3:37])([CH3:35])[CH3:34]. The catalyst class is: 2. (2) Reactant: Br[C:2]1[CH:7]=[N:6][C:5]([N:8]2[CH:12]=[N:11][N:10]=[N:9]2)=[CH:4][N:3]=1.[CH:13]([B-](F)(F)F)=[CH2:14].[K+]. Product: [N:8]1([C:5]2[CH:4]=[N:3][C:2]([CH:13]=[CH2:14])=[CH:7][N:6]=2)[CH:12]=[N:11][N:10]=[N:9]1. The catalyst class is: 8. (3) Reactant: Cl[C:2]1[C:7]([I:8])=[CH:6][N:5]=[C:4]([S:9][CH3:10])[N:3]=1.C(N(CC)CC)C.[NH2:18][C@@H:19]1[CH2:23][C@H:22]([C:24]([O:26][CH3:27])=[O:25])[C@@H:21]([O:28][Si:29]([C:42]([CH3:45])([CH3:44])[CH3:43])([C:36]2[CH:41]=[CH:40][CH:39]=[CH:38][CH:37]=2)[C:30]2[CH:35]=[CH:34][CH:33]=[CH:32][CH:31]=2)[C@H:20]1[O:46][CH3:47]. Product: [Si:29]([O:28][C@H:21]1[C@@H:20]([O:46][CH3:47])[C@H:19]([NH:18][C:2]2[C:7]([I:8])=[CH:6][N:5]=[C:4]([S:9][CH3:10])[N:3]=2)[CH2:23][C@@H:22]1[C:24]([O:26][CH3:27])=[O:25])([C:42]([CH3:44])([CH3:45])[CH3:43])([C:36]1[CH:37]=[CH:38][CH:39]=[CH:40][CH:41]=1)[C:30]1[CH:31]=[CH:32][CH:33]=[CH:34][CH:35]=1. The catalyst class is: 8. (4) Reactant: C(OC(=O)[NH:7][C@H:8]([C:10](=O)[NH:11][C:12]1[CH:17]=[CH:16][C:15]([F:18])=[CH:14][C:13]=1[NH:19][C:20]1[CH:25]=[CH:24][CH:23]=[CH:22][C:21]=1[F:26])[CH3:9])(C)(C)C. Product: [F:18][C:15]1[CH:16]=[CH:17][C:12]2[N:11]=[C:10]([C@@H:8]([NH2:7])[CH3:9])[N:19]([C:20]3[CH:25]=[CH:24][CH:23]=[CH:22][C:21]=3[F:26])[C:13]=2[CH:14]=1. The catalyst class is: 89. (5) Reactant: [C:1]([C:3]1[N:8]=[C:7]([CH2:9][CH2:10][C:11]([O:13][C:14]([CH3:17])([CH3:16])[CH3:15])=[O:12])[CH:6]=[C:5]([S:18][CH3:19])[CH:4]=1)#[N:2].[C:20](OC)(=[O:28])[C:21]1[C:22](=[CH:24][CH:25]=[CH:26][CH:27]=1)[SH:23].C(N(CC)CC)C. Product: [CH3:19][S:18][C:5]1[CH:4]=[C:3]([C:1]2[S:23][C:22]3[CH:24]=[CH:25][CH:26]=[CH:27][C:21]=3[C:20](=[O:28])[N:2]=2)[N:8]=[C:7]([CH2:9][CH2:10][C:11]([O:13][C:14]([CH3:16])([CH3:15])[CH3:17])=[O:12])[CH:6]=1. The catalyst class is: 11. (6) Reactant: [NH2:1][C:2]1[C:7]([C:8]([O:10]CC)=O)=[CH:6][C:5]([O:13][CH3:14])=[C:4]([O:15][CH2:16][CH:17]2[CH2:22][CH2:21][N:20]([CH2:23]C)[CH2:19][CH2:18]2)[CH:3]=1.C(O)(=O)C.[CH:29](N)=[NH:30]. Product: [CH3:14][O:13][C:5]1[CH:6]=[C:7]2[C:2](=[CH:3][C:4]=1[O:15][CH2:16][CH:17]1[CH2:18][CH2:19][N:20]([CH3:23])[CH2:21][CH2:22]1)[N:1]=[CH:29][NH:30][C:8]2=[O:10]. The catalyst class is: 141.